From a dataset of Full USPTO retrosynthesis dataset with 1.9M reactions from patents (1976-2016). Predict the reactants needed to synthesize the given product. (1) Given the product [NH2:11][C:4]1[N:3]=[C:2]([CH3:1])[N:7]=[C:6]2[N:8]([C:13]3[CH:14]=[C:15]([CH:21]=[CH:22][CH:23]=3)[C:16]([O:18][CH2:19][CH3:20])=[O:17])[N:9]=[CH:10][C:5]=12, predict the reactants needed to synthesize it. The reactants are: [CH3:1][C:2]1[N:7]=[C:6]2[NH:8][N:9]=[CH:10][C:5]2=[C:4]([NH2:11])[N:3]=1.I[C:13]1[CH:14]=[C:15]([CH:21]=[CH:22][CH:23]=1)[C:16]([O:18][CH2:19][CH3:20])=[O:17]. (2) Given the product [CH2:25]([O:27][C:28](=[O:29])[CH2:30][CH2:31][C:32]1[CH:37]=[CH:36][C:35]([C:2]2[CH:7]=[CH:6][C:5]([C:8]3[O:12][N:11]=[C:10]([CH3:13])[C:9]=3[CH:14]([OH:24])[CH2:15][CH2:16][CH2:17][C:18]3[CH:23]=[CH:22][CH:21]=[CH:20][CH:19]=3)=[CH:4][CH:3]=2)=[CH:34][CH:33]=1)[CH3:26], predict the reactants needed to synthesize it. The reactants are: Br[C:2]1[CH:7]=[CH:6][C:5]([C:8]2[O:12][N:11]=[C:10]([CH3:13])[C:9]=2[CH:14]([OH:24])[CH2:15][CH2:16][CH2:17][C:18]2[CH:23]=[CH:22][CH:21]=[CH:20][CH:19]=2)=[CH:4][CH:3]=1.[CH2:25]([O:27][C:28]([CH2:30][CH2:31][C:32]1[CH:37]=[CH:36][C:35](B(O)O)=[CH:34][CH:33]=1)=[O:29])[CH3:26]. (3) Given the product [Cl:11][C:12]1[CH:17]=[C:16]([F:18])[CH:15]=[CH:14][C:13]=1[S:19]([NH:1][C:2]1[CH:6]=[CH:5][S:4][C:3]=1[C:7]([O:9][CH3:10])=[O:8])(=[O:21])=[O:20], predict the reactants needed to synthesize it. The reactants are: [NH2:1][C:2]1[CH:6]=[CH:5][S:4][C:3]=1[C:7]([O:9][CH3:10])=[O:8].[Cl:11][C:12]1[CH:17]=[C:16]([F:18])[CH:15]=[CH:14][C:13]=1[S:19](Cl)(=[O:21])=[O:20].N1C=CC=CC=1. (4) Given the product [Br:10][C:11]1[CH:12]=[C:13]([C:27]([O:29][CH3:30])=[O:28])[CH:14]=[C:15]2[C:20]=1[O:19][C:18]([N:35]1[CH2:36][CH2:37][O:38][C@H:33]([CH3:32])[CH2:34]1)=[CH:17][C:16]2=[O:26], predict the reactants needed to synthesize it. The reactants are: CCN(C(C)C)C(C)C.[Br:10][C:11]1[CH:12]=[C:13]([C:27]([O:29][CH3:30])=[O:28])[CH:14]=[C:15]2[C:20]=1[O:19][C:18](S(CC)(=O)=O)=[CH:17][C:16]2=[O:26].Cl.[CH3:32][C@H:33]1[O:38][CH2:37][CH2:36][NH:35][CH2:34]1.Cl. (5) Given the product [CH:1]12[CH2:9][CH2:8][CH:5]([CH2:6][CH2:7]1)[CH2:4][N:3]([CH2:10][C:33]([C:34]1[CH:24]=[CH:25][CH:26]=[C:27]([CH3:28])[C:22]=1[NH2:21])=[O:32])[CH2:2]2, predict the reactants needed to synthesize it. The reactants are: [CH:1]12[CH2:9][CH2:8][CH:5]([CH2:6][CH2:7]1)[CH2:4][NH:3][CH2:2]2.[CH2:10](N(CC)CC)C.ClCC([NH:21][C:22]1[C:27]([CH3:28])=[CH:26][CH:25]=[CH:24]C=1)=O.C([O:32][CH2:33][CH3:34])(=O)C.